This data is from Catalyst prediction with 721,799 reactions and 888 catalyst types from USPTO. The task is: Predict which catalyst facilitates the given reaction. (1) Reactant: [I-:1].[Na+].[C:3](=[O:12])([O:8][CH:9]([CH3:11])[CH3:10])[O:4][CH2:5][CH2:6]Cl. Product: [C:3](=[O:12])([O:8][CH:9]([CH3:11])[CH3:10])[O:4][CH:5]([I:1])[CH3:6]. The catalyst class is: 10. (2) Reactant: C1(S([C:10]2([CH2:16][CH2:17][O:18][CH2:19][C:20]3[CH:25]=[CH:24][CH:23]=[CH:22][CH:21]=3)[CH2:15][CH2:14][CH2:13][CH:12]=[CH:11]2)(=O)=O)C=CC=CC=1.CC(C)([O-])C.[K+]. Product: [C:10]1([CH2:16][CH2:17][O:18][CH2:19][C:20]2[CH:21]=[CH:22][CH:23]=[CH:24][CH:25]=2)[CH2:15][CH2:14][CH:13]=[CH:12][CH:11]=1. The catalyst class is: 107. (3) Reactant: [Cl:1][C:2]1[N:10]=[C:9]2[C:5]([N:6]=[CH:7][N:8]2[CH2:11][CH2:12][CH3:13])=[C:4](Cl)[N:3]=1.[CH2:15]([NH2:23])[CH2:16][C:17]1[CH:22]=[CH:21][CH:20]=[CH:19][CH:18]=1.C(N(CC)CC)C. Product: [Cl:1][C:2]1[N:10]=[C:9]2[C:5]([N:6]=[CH:7][N:8]2[CH2:11][CH2:12][CH3:13])=[C:4]([NH:23][CH2:15][CH2:16][C:17]2[CH:22]=[CH:21][CH:20]=[CH:19][CH:18]=2)[N:3]=1. The catalyst class is: 114. (4) Reactant: C(OC(=O)[NH:7][C@H:8]([C:11]1[CH:16]=[CH:15][CH:14]=[C:13]([Cl:17])[CH:12]=1)[CH:9]=[CH2:10])(C)(C)C.Cl. Product: [Cl:17][C:13]1[CH:12]=[C:11]([C@@H:8]([NH2:7])[CH:9]=[CH2:10])[CH:16]=[CH:15][CH:14]=1. The catalyst class is: 71. (5) Reactant: CN(C(ON1N=NC2C=CC=NC1=2)=[N+](C)C)C.F[P-](F)(F)(F)(F)F.[C:25]([O:29][C:30]([NH:32][C@@H:33]([C@H:45]([CH3:53])[CH2:46][CH:47]([CH3:52])[CH2:48][CH2:49][CH:50]=[CH2:51])[C:34]([N:36]1[CH2:40][C@H:39]([OH:41])[CH2:38][C@H:37]1[C:42]([OH:44])=[O:43])=[O:35])=[O:31])([CH3:28])([CH3:27])[CH3:26].C1(C)C=CC(S(O)(=O)=O)=CC=1.[NH2:65][C@:66]1([C:71]([NH:73][S:74]([CH:77]2[CH2:79][CH2:78]2)(=[O:76])=[O:75])=[O:72])[CH2:68][C@H:67]1[CH:69]=[CH2:70].CCN(C(C)C)C(C)C. Product: [CH:77]1([S:74]([NH:73][C:71]([C@@:66]23[CH2:68][C@H:67]2[CH:51]=[CH:50][CH2:49][CH2:48][CH:47]([CH3:52])[CH2:46][C@@H:45]([CH3:53])[C@H:33]([NH:32][C:30](=[O:31])[O:29][C:25]([CH3:27])([CH3:26])[CH3:28])[C:34](=[O:35])[N:36]2[CH2:40][C@H:39]([OH:41])[CH2:38][C@H:37]2[C:42](=[O:44])[NH:65]3)=[O:72])(=[O:76])=[O:75])[CH2:79][CH2:78]1.[CH:77]1([S:74]([NH:73][C:71]([C@@:66]2([NH:65][C:42]([C@@H:37]3[CH2:38][C@@H:39]([OH:41])[CH2:40][N:36]3[C:34](=[O:35])[C@@H:33]([NH:32][C:30](=[O:31])[O:29][C:25]([CH3:26])([CH3:28])[CH3:27])[C@H:45]([CH3:53])[CH2:46][CH:47]([CH3:52])[CH2:48][CH2:49][CH:50]=[CH2:51])=[O:43])[CH2:68][C@H:67]2[CH:69]=[CH2:70])=[O:72])(=[O:76])=[O:75])[CH2:79][CH2:78]1. The catalyst class is: 2. (6) Reactant: [NH2:1][CH:2]([C:6]1[N:15]([CH2:16][C:17]2[CH:22]=[CH:21][CH:20]=[CH:19][CH:18]=2)[C:14](=[O:23])[C:13]2[C:8](=[N:9][C:10]([Cl:24])=[CH:11][N:12]=2)[N:7]=1)[CH:3]([CH3:5])[CH3:4].[C:25]([O:29][C:30](=[O:37])[NH:31][C:32]([CH3:36])([CH3:35])[CH:33]=O)([CH3:28])([CH3:27])[CH3:26].C(O[BH-](OC(=O)C)OC(=O)C)(=O)C.[Na+]. Product: [C:25]([O:29][C:30](=[O:37])[NH:31][C:32]([CH3:36])([CH3:35])[CH2:33][NH:1][CH:2]([C:6]1[N:15]([CH2:16][C:17]2[CH:22]=[CH:21][CH:20]=[CH:19][CH:18]=2)[C:14](=[O:23])[C:13]2[C:8](=[N:9][C:10]([Cl:24])=[CH:11][N:12]=2)[N:7]=1)[CH:3]([CH3:4])[CH3:5])([CH3:28])([CH3:27])[CH3:26]. The catalyst class is: 4.